This data is from Forward reaction prediction with 1.9M reactions from USPTO patents (1976-2016). The task is: Predict the product of the given reaction. (1) Given the reactants C(OC(=O)[NH:7][C@@H:8]1[CH2:13][CH2:12][CH2:11][N:10]([C:14]([C:16]2[CH:36]=[C:35]([O:37][CH3:38])[C:19]3[N:20]([CH3:34])[C:21]([C:23]4[N:31]([CH2:32][CH3:33])[C:26]5=[N:27][CH:28]=[CH:29][CH:30]=[C:25]5[CH:24]=4)=[N:22][C:18]=3[CH:17]=2)=[O:15])[CH2:9]1)(C)(C)C.C(O)(C(F)(F)F)=O, predict the reaction product. The product is: [NH2:7][C@@H:8]1[CH2:13][CH2:12][CH2:11][N:10]([C:14]([C:16]2[CH:36]=[C:35]([O:37][CH3:38])[C:19]3[N:20]([CH3:34])[C:21]([C:23]4[N:31]([CH2:32][CH3:33])[C:26]5=[N:27][CH:28]=[CH:29][CH:30]=[C:25]5[CH:24]=4)=[N:22][C:18]=3[CH:17]=2)=[O:15])[CH2:9]1. (2) Given the reactants CN(/[CH:4]=[CH:5]/[C:6]([C:8]1[N:13]=[CH:12][CH:11]=[CH:10][CH:9]=1)=O)C.[CH:14]1[CH:19]=[CH:18][C:17]([C:20]2[CH:25]=[CH:24][C:23]([NH:26][NH2:27])=[CH:22][CH:21]=2)=[CH:16][CH:15]=1.[ClH:28].CC(O)=O, predict the reaction product. The product is: [ClH:28].[C:20]1([C:17]2[CH:16]=[CH:15][CH:14]=[CH:19][CH:18]=2)[CH:25]=[CH:24][C:23]([N:26]2[CH:4]=[CH:5][C:6]([C:8]3[CH:9]=[CH:10][CH:11]=[CH:12][N:13]=3)=[N:27]2)=[CH:22][CH:21]=1. (3) Given the reactants [CH3:1][S:2]([N:5]1[C:17]2[C:12](=[CH:13][C:14]([Cl:18])=[CH:15][CH:16]=2)[C:7]2([CH2:11][CH2:10][NH:9][CH2:8]2)[CH2:6]1)(=[O:4])=[O:3].C(N(C(C)C)CC)(C)C.[Cl:28][C:29]1[CH:38]=[CH:37][C:32]([CH:33]=[CH:34][CH2:35]Cl)=[CH:31][CH:30]=1, predict the reaction product. The product is: [CH3:1][S:2]([N:5]1[C:17]2[C:12](=[CH:13][C:14]([Cl:18])=[CH:15][CH:16]=2)[C:7]2([CH2:11][CH2:10][N:9]([CH2:35]/[CH:34]=[CH:33]/[C:32]3[CH:37]=[CH:38][C:29]([Cl:28])=[CH:30][CH:31]=3)[CH2:8]2)[CH2:6]1)(=[O:4])=[O:3].